This data is from Full USPTO retrosynthesis dataset with 1.9M reactions from patents (1976-2016). The task is: Predict the reactants needed to synthesize the given product. (1) Given the product [Cl:29][C:26]1[CH:25]=[CH:24][C:23]([NH:22][C:20]2[C:19]([F:30])=[CH:18][N:17]=[C:16]([NH:1][C:2]3[CH:3]=[CH:4][C:5]4[O:9][CH:8]([C:10]([O:12][CH3:13])=[O:11])[CH2:7][C:6]=4[CH:14]=3)[N:21]=2)=[CH:28][CH:27]=1, predict the reactants needed to synthesize it. The reactants are: [NH2:1][C:2]1[CH:3]=[CH:4][C:5]2[O:9][CH:8]([C:10]([O:12][CH3:13])=[O:11])[CH2:7][C:6]=2[CH:14]=1.Cl[C:16]1[N:21]=[C:20]([NH:22][C:23]2[CH:28]=[CH:27][C:26]([Cl:29])=[CH:25][CH:24]=2)[C:19]([F:30])=[CH:18][N:17]=1. (2) Given the product [Cl:12][C:13]1[CH:14]=[C:15]([C:16]([N:6]2[C:5]3[CH:10]=[CH:11][C:2]([CH3:1])=[CH:3][C:4]=3[O:9][CH2:8][CH2:7]2)=[O:17])[CH:19]=[C:20]([Cl:23])[C:21]=1[OH:22], predict the reactants needed to synthesize it. The reactants are: [CH3:1][C:2]1[CH:11]=[CH:10][C:5]2[NH:6][CH2:7][CH2:8][O:9][C:4]=2[CH:3]=1.[Cl:12][C:13]1[CH:14]=[C:15]([CH:19]=[C:20]([Cl:23])[C:21]=1[OH:22])[C:16](Cl)=[O:17]. (3) Given the product [C:1]([C:3]1[CH:4]=[C:5]([N:9]([CH2:20][C:19]2[CH:22]=[CH:23][CH:24]=[C:17]([O:16][C:15]([F:14])([F:25])[F:26])[CH:18]=2)[C:10](=[O:13])[CH2:11][CH3:12])[CH:6]=[CH:7][CH:8]=1)#[N:2], predict the reactants needed to synthesize it. The reactants are: [C:1]([C:3]1[CH:4]=[C:5]([NH:9][C:10](=[O:13])[CH2:11][CH3:12])[CH:6]=[CH:7][CH:8]=1)#[N:2].[F:14][C:15]([F:26])([F:25])[O:16][C:17]1[CH:18]=[C:19]([CH:22]=[CH:23][CH:24]=1)[CH2:20]Br. (4) Given the product [F:20][C:16]1[CH:15]=[C:14]([CH:6]([NH:5][C:3]([CH2:2][NH:1][C:24](=[O:25])[C:23]2[CH:27]=[CH:28][CH:29]=[C:30]([C:31]([F:32])([F:33])[F:34])[C:22]=2[Cl:21])=[O:4])[C:7]2[CH:12]=[CH:11][CH:10]=[C:9]([F:13])[CH:8]=2)[CH:19]=[CH:18][CH:17]=1, predict the reactants needed to synthesize it. The reactants are: [NH2:1][CH2:2][C:3]([NH:5][CH:6]([C:14]1[CH:19]=[CH:18][CH:17]=[C:16]([F:20])[CH:15]=1)[C:7]1[CH:12]=[CH:11][CH:10]=[C:9]([F:13])[CH:8]=1)=[O:4].[Cl:21][C:22]1[C:30]([C:31]([F:34])([F:33])[F:32])=[CH:29][CH:28]=[CH:27][C:23]=1[C:24](O)=[O:25]. (5) Given the product [Br:9][C:10]1[CH:11]=[C:12]2[C:16](=[CH:17][CH:18]=1)[C@@H:15]([N:19]1[C:23]3=[N:24][C:25]([CH:29]([C:1]4[CH:6]=[CH:5][CH:4]=[CH:3][CH:2]=4)[OH:30])=[CH:26][C:27]([CH3:28])=[C:22]3[N:21]=[C:20]1[CH2:31][CH3:32])[CH2:14][CH2:13]2, predict the reactants needed to synthesize it. The reactants are: [C:1]1([Mg]Br)[CH:6]=[CH:5][CH:4]=[CH:3][CH:2]=1.[Br:9][C:10]1[CH:11]=[C:12]2[C:16](=[CH:17][CH:18]=1)[C@@H:15]([N:19]1[C:23]3=[N:24][C:25]([CH:29]=[O:30])=[CH:26][C:27]([CH3:28])=[C:22]3[N:21]=[C:20]1[CH2:31][CH3:32])[CH2:14][CH2:13]2. (6) The reactants are: N1C(C)=CC=CC=1C.[Si:9]([O:16]S(C(F)(F)F)(=O)=O)([C:12]([CH3:15])([CH3:14])[CH3:13])([CH3:11])[CH3:10].[C:24]([O:28][C:29]([N:31]1[CH2:35][C@H:34]([F:36])[CH2:33][C@@H:32]1[C@@H:37](O)[C@H:38]([CH2:50][C:51]1[CH:56]=[CH:55][CH:54]=[CH:53][CH:52]=1)[C:39]([N:41]1[C@@H:45]([CH:46]([CH3:48])[CH3:47])[CH2:44][O:43][C:42]1=[O:49])=[O:40])=[O:30])([CH3:27])([CH3:26])[CH3:25].Cl. Given the product [C:24]([O:28][C:29]([N:31]1[CH2:35][C@H:34]([F:36])[CH2:33][C@@H:32]1[C@@H:37]([O:16][Si:9]([C:12]([CH3:13])([CH3:14])[CH3:15])([CH3:10])[CH3:11])[C@H:38]([CH2:50][C:51]1[CH:52]=[CH:53][CH:54]=[CH:55][CH:56]=1)[C:39]([N:41]1[C@@H:45]([CH:46]([CH3:47])[CH3:48])[CH2:44][O:43][C:42]1=[O:49])=[O:40])=[O:30])([CH3:26])([CH3:27])[CH3:25], predict the reactants needed to synthesize it.